From a dataset of Full USPTO retrosynthesis dataset with 1.9M reactions from patents (1976-2016). Predict the reactants needed to synthesize the given product. (1) Given the product [CH:1]([OH:3])=[O:2].[Cl:4][C:5]1[CH:6]=[C:7]2[C:12](=[CH:13][CH:14]=1)[CH:11]=[C:10]([S:15]([N:18]([CH:30]1[CH2:34][CH2:33][N:32]([CH:35]([CH3:49])[C:36](=[O:48])[N:37]3[CH2:41][CH2:40][CH2:39][CH:38]3[CH2:42][N:43]3[CH2:47][CH2:46][CH2:45][CH2:44]3)[C:31]1=[O:50])[CH2:19][C:20]([OH:22])=[O:21])(=[O:16])=[O:17])[CH:9]=[CH:8]2, predict the reactants needed to synthesize it. The reactants are: [CH:1]([OH:3])=[O:2].[Cl:4][C:5]1[CH:6]=[C:7]2[C:12](=[CH:13][CH:14]=1)[CH:11]=[C:10]([S:15]([N:18]([C@H:30]1[CH2:34][CH2:33][N:32]([C@@H:35]([CH3:49])[C:36](=[O:48])[N:37]3[CH2:41][CH2:40][CH2:39][C@H:38]3[CH2:42][N:43]3[CH2:47][CH2:46][CH2:45][CH2:44]3)[C:31]1=[O:50])[CH2:19][C:20]([O:22]CC1C=CC=CC=1)=[O:21])(=[O:17])=[O:16])[CH:9]=[CH:8]2.C(=O)([O-])[O-].[K+].[K+].O. (2) Given the product [Br:16][C:12]1[C:13]2[C:8](=[CH:7][C:6]([C:5]3[S:1][C:2]4[CH:24]=[CH:23][CH:22]=[CH:21][C:3]=4[C:4]=3[C:32](=[O:33])[CH2:31][C:25]3[CH:30]=[CH:29][CH:28]=[CH:27][CH:26]=3)=[CH:15][CH:14]=2)[CH:9]=[CH:10][C:11]=1[O:17][CH2:18][C:19]#[N:20], predict the reactants needed to synthesize it. The reactants are: [S:1]1[C:5]([C:6]2[CH:7]=[C:8]3[C:13](=[CH:14][CH:15]=2)[C:12]([Br:16])=[C:11]([O:17][CH2:18][C:19]#[N:20])[CH:10]=[CH:9]3)=[CH:4][C:3]2[CH:21]=[CH:22][CH:23]=[CH:24][C:2]1=2.[C:25]1([CH2:31][C:32](Cl)=[O:33])[CH:30]=[CH:29][CH:28]=[CH:27][CH:26]=1.[Sn](Cl)(Cl)(Cl)Cl. (3) Given the product [CH3:21][C:18]1([CH3:22])[O:17][C:12]2=[C:13]([CH3:16])[N:14]=[CH:15][C:10]([CH2:9][NH:8][C:5]3[N:6]=[CH:7][C:2]([C:53]4[CH:54]=[CH:55][C:50]([C:48]#[N:49])=[CH:51][CH:52]=4)=[CH:3][CH:4]=3)=[C:11]2[CH2:20][O:19]1, predict the reactants needed to synthesize it. The reactants are: Br[C:2]1[CH:3]=[CH:4][C:5]([NH:8][CH2:9][C:10]2[CH:15]=[N:14][C:13]([CH3:16])=[C:12]3[O:17][C:18]([CH3:22])([CH3:21])[O:19][CH2:20][C:11]=23)=[N:6][CH:7]=1.C1(P(C2C=CC=CC=2)C2C=CC=CC=2)C=CC=CC=1.C(=O)([O-])[O-].[Cs+].[Cs+].[C:48]([C:50]1[CH:55]=[CH:54][C:53](B(O)O)=[CH:52][CH:51]=1)#[N:49]. (4) Given the product [ClH:34].[NH2:11][CH2:12][C:13](=[O:33])[CH2:14][CH2:15][C:16]([O:18][CH2:19][CH2:20][CH2:21][CH2:22][C:23]([OH:25])=[O:24])=[O:17], predict the reactants needed to synthesize it. The reactants are: C([NH:11][CH2:12][C:13](=[O:33])[CH2:14][CH2:15][C:16]([O:18][CH2:19][CH2:20][CH2:21][CH2:22][C:23]([O:25]CC1C=CC=CC=1)=[O:24])=[O:17])(OCC1C=CC=CC=1)=O.[ClH:34]. (5) Given the product [Cl:40][C:2]1[C:7]([C:8]2[CH:13]=[CH:12][C:11]([C:14]([F:17])([F:16])[F:15])=[CH:10][CH:9]=2)=[CH:6][C:5]([C:18]2([C:22]([O:24][CH2:25][CH3:26])=[O:23])[CH2:21][CH2:20][CH2:19]2)=[CH:4][C:3]=1[O:27][CH2:28][CH:29]1[CH2:31][CH2:30]1, predict the reactants needed to synthesize it. The reactants are: N[C:2]1[C:7]([C:8]2[CH:13]=[CH:12][C:11]([C:14]([F:17])([F:16])[F:15])=[CH:10][CH:9]=2)=[CH:6][C:5]([C:18]2([C:22]([O:24][CH2:25][CH3:26])=[O:23])[CH2:21][CH2:20][CH2:19]2)=[CH:4][C:3]=1[O:27][CH2:28][CH:29]1[CH2:31][CH2:30]1.N([O-])=O.[Na+].CC#N.O.[ClH:40]. (6) Given the product [CH3:7][O:6][C:4]([C:3]1([C:1]#[N:2])[CH2:11][CH2:10][CH2:9]1)=[O:5], predict the reactants needed to synthesize it. The reactants are: [C:1]([CH2:3][C:4]([O:6][CH3:7])=[O:5])#[N:2].N12CCCN=C1CC[CH2:11][CH2:10][CH2:9]2.CC(C)=O.BrCCCBr.